From a dataset of M1 muscarinic receptor agonist screen with 61,833 compounds. Binary Classification. Given a drug SMILES string, predict its activity (active/inactive) in a high-throughput screening assay against a specified biological target. (1) The compound is S(=O)(=O)(CC(=O)c1ccc(NC(=O)C)cc1)c1ccc(cc1)C. The result is 0 (inactive). (2) The molecule is O1CCN(CC1)c1ncccc1NC(=O)c1occc1. The result is 0 (inactive). (3) The result is 0 (inactive). The compound is O=c1cc2[nH]c(N3CCC(N(C4CCCC4)C)CC3)cc(c2cc1)C. (4) The drug is S(=O)(=O)(NCCC(=O)Nc1cc(cc(c1)C)C)c1cc2CCN(c2cc1)C(=O)C. The result is 0 (inactive).